This data is from Full USPTO retrosynthesis dataset with 1.9M reactions from patents (1976-2016). The task is: Predict the reactants needed to synthesize the given product. (1) The reactants are: Cl.Cl.[O:3]1[C:7]2[CH:8]=[CH:9][CH:10]=[C:11]([CH:12]3[CH2:17][CH2:16][N:15]([CH2:18][CH2:19][C@H:20]4[CH2:25][CH2:24][C@H:23]([NH2:26])[CH2:22][CH2:21]4)[CH2:14][CH2:13]3)[C:6]=2[CH2:5][CH2:4]1.[C:27]([CH2:29][C:30](O)=[O:31])#[N:28]. Given the product [C:27]([CH2:29][C:30]([NH:26][C@H:23]1[CH2:22][CH2:21][C@H:20]([CH2:19][CH2:18][N:15]2[CH2:16][CH2:17][CH:12]([C:11]3[C:6]4[CH2:5][CH2:4][O:3][C:7]=4[CH:8]=[CH:9][CH:10]=3)[CH2:13][CH2:14]2)[CH2:25][CH2:24]1)=[O:31])#[N:28], predict the reactants needed to synthesize it. (2) Given the product [BrH:23].[F:12]/[CH:11]=[C:10](/[CH2:13][C:14]1[CH:15]=[CH:16][C:17]([OH:20])=[CH:18][CH:19]=1)\[CH2:9][NH2:8], predict the reactants needed to synthesize it. The reactants are: C(OC([NH:8][CH2:9]/[C:10](/[CH2:13][C:14]1[CH:19]=[CH:18][C:17]([O:20]C)=[CH:16][CH:15]=1)=[CH:11]\[F:12])=O)(C)(C)C.B(Br)(Br)[Br:23].